From a dataset of Peptide-MHC class II binding affinity with 134,281 pairs from IEDB. Regression. Given a peptide amino acid sequence and an MHC pseudo amino acid sequence, predict their binding affinity value. This is MHC class II binding data. The peptide sequence is LDPTNTLWLDIEGPP. The MHC is DRB1_0101 with pseudo-sequence DRB1_0101. The binding affinity (normalized) is 0.141.